This data is from Catalyst prediction with 721,799 reactions and 888 catalyst types from USPTO. The task is: Predict which catalyst facilitates the given reaction. (1) Reactant: [F:1][C:2]([F:19])([F:18])[CH:3]([C:5]1[CH:10]=[CH:9][CH:8]=[C:7]([CH:11]2[CH2:16][CH2:15][NH:14][CH2:13][CH2:12]2)[C:6]=1[F:17])[OH:4].C(=O)([O-])[O-].[K+].[K+].Br[CH2:27][CH2:28][O:29][CH3:30]. Product: [F:19][C:2]([F:1])([F:18])[CH:3]([C:5]1[CH:10]=[CH:9][CH:8]=[C:7]([CH:11]2[CH2:12][CH2:13][N:14]([CH2:27][CH2:28][O:29][CH3:30])[CH2:15][CH2:16]2)[C:6]=1[F:17])[OH:4]. The catalyst class is: 10. (2) Reactant: [OH:1][C:2]1[C:7]2=[CH:8][CH:9]=[C:10]3[C:19]([N:18]=[C:17]4[C:12]([CH:13]=[CH:14][CH:15]=[C:16]4[C:20]([OH:22])=[O:21])=[N:11]3)=[C:6]2[CH:5]=[CH:4][CH:3]=1.[OH-].[Na+].[CH2:25](Br)[C:26]1[CH:31]=[CH:30][CH:29]=[CH:28][CH:27]=1. Product: [CH2:25]([O:1][C:2]1[C:7]2=[CH:8][CH:9]=[C:10]3[C:19]([N:18]=[C:17]4[C:12]([CH:13]=[CH:14][CH:15]=[C:16]4[C:20]([OH:22])=[O:21])=[N:11]3)=[C:6]2[CH:5]=[CH:4][CH:3]=1)[C:26]1[CH:31]=[CH:30][CH:29]=[CH:28][CH:27]=1. The catalyst class is: 162.